Dataset: hERG potassium channel inhibition data for cardiac toxicity prediction from Karim et al.. Task: Regression/Classification. Given a drug SMILES string, predict its toxicity properties. Task type varies by dataset: regression for continuous values (e.g., LD50, hERG inhibition percentage) or binary classification for toxic/non-toxic outcomes (e.g., AMES mutagenicity, cardiotoxicity, hepatotoxicity). Dataset: herg_karim. (1) The molecule is CNC[C@@H](O)CCN1c2ccccc2N(c2c(F)cccc2F)S1(=O)=O. The result is 0 (non-blocker). (2) The drug is COc1ccc(-n2c(C)c([N+](=O)[O-])c3ccc(O)cc32)cc1. The result is 0 (non-blocker). (3) The drug is C[C@@H](c1ccc(-c2cccc(-c3nnn[nH]3)c2)cc1)[C@H]([NH3+])C(=O)N1CC[C@H](F)C1. The result is 0 (non-blocker). (4) The result is 1 (blocker). The molecule is CCOC(=O)Nc1ccccc1[C@@H](c1ccc(C(=O)N(CC)CC)cc1)N1CCN(Cc2ccccn2)CC1. (5) The compound is CC(C)Oc1cc2ncc(C(N)=O)c(Nc3cccc(Cl)c3Cl)c2cc1N1CCN(C)CC1. The result is 1 (blocker). (6) The molecule is N#Cc1ccc2cc1Oc1ccc3c(c1)[C@@H](CC3)N1CC[C@@H](NCc3cncn3C2)C1=O. The result is 1 (blocker). (7) The molecule is COC(=O)c1[nH]c2cc(F)ccc2c1C1CNCC[C@H]1F. The result is 1 (blocker).